From a dataset of Catalyst prediction with 721,799 reactions and 888 catalyst types from USPTO. Predict which catalyst facilitates the given reaction. (1) Reactant: [OH:1][C:2]1[C:11]2[C:6](=[CH:7][C:8]([NH:12][CH2:13][C:14]3[CH:19]=[CH:18][C:17]([O:20][CH3:21])=[CH:16][CH:15]=3)=[CH:9][CH:10]=2)[CH:5]=[N:4][C:3]=1[C:22]([NH:24][CH2:25][C:26]([CH3:32])([CH3:31])[C:27]([O:29]C)=[O:28])=[O:23].O.CCOC(C)=O.Cl. Product: [OH:1][C:2]1[C:11]2[C:6](=[CH:7][C:8]([NH:12][CH2:13][C:14]3[CH:15]=[CH:16][C:17]([O:20][CH3:21])=[CH:18][CH:19]=3)=[CH:9][CH:10]=2)[CH:5]=[N:4][C:3]=1[C:22]([NH:24][CH2:25][C:26]([CH3:32])([CH3:31])[C:27]([OH:29])=[O:28])=[O:23]. The catalyst class is: 273. (2) Reactant: C(OC([N:8]1[CH2:13][CH2:12][CH:11]([N:14]([C:26]([O:28][CH2:29][C:30]2[CH:35]=[CH:34][CH:33]=[CH:32][CH:31]=2)=[O:27])[CH2:15][C:16]([O:18][CH2:19][C:20]2[CH:25]=[CH:24][CH:23]=[CH:22][CH:21]=2)=[O:17])[CH2:10][CH2:9]1)=O)(C)(C)C.Cl. Product: [CH2:19]([O:18][C:16](=[O:17])[CH2:15][N:14]([C:26]([O:28][CH2:29][C:30]1[CH:31]=[CH:32][CH:33]=[CH:34][CH:35]=1)=[O:27])[CH:11]1[CH2:10][CH2:9][NH:8][CH2:13][CH2:12]1)[C:20]1[CH:25]=[CH:24][CH:23]=[CH:22][CH:21]=1. The catalyst class is: 2. (3) Reactant: [CH2:1]([O:8][C@@H:9]1[C@@H:15]([O:16][CH2:17][C:18]2[CH:23]=[CH:22][CH:21]=[CH:20][CH:19]=2)[C@H:14]([O:24][CH2:25][C:26]2[CH:31]=[CH:30][CH:29]=[CH:28][CH:27]=2)[C@@H:13]([CH2:32][O:33][CH2:34][C:35]2[CH:40]=[CH:39][CH:38]=[CH:37][CH:36]=2)[O:12][CH:10]1O)[C:2]1[CH:7]=[CH:6][CH:5]=[CH:4][CH:3]=1.CN(C=O)C.C(Br)(=O)C([Br:49])=O.C(OCC)(=O)C. Product: [CH2:1]([O:8][C@@H:9]1[C@@H:15]([O:16][CH2:17][C:18]2[CH:23]=[CH:22][CH:21]=[CH:20][CH:19]=2)[C@H:14]([O:24][CH2:25][C:26]2[CH:31]=[CH:30][CH:29]=[CH:28][CH:27]=2)[C@@H:13]([CH2:32][O:33][CH2:34][C:35]2[CH:40]=[CH:39][CH:38]=[CH:37][CH:36]=2)[O:12][C@@H:10]1[Br:49])[C:2]1[CH:7]=[CH:6][CH:5]=[CH:4][CH:3]=1. The catalyst class is: 2. (4) Reactant: [CH3:1][O:2][C:3]1[CH:4]=[C:5]2[C:10](=[CH:11][C:12]=1[O:13][CH3:14])[N:9]=[CH:8][N:7]=[C:6]2[O:15][C:16]1[CH:22]=[CH:21][C:19]([NH2:20])=[CH:18][CH:17]=1.ClC(Cl)(O[C:27](=[O:33])OC(Cl)(Cl)Cl)Cl.Cl.[CH2:36]([NH2:39])[C:37]#[CH:38].CO. Product: [CH3:1][O:2][C:3]1[CH:4]=[C:5]2[C:10](=[CH:11][C:12]=1[O:13][CH3:14])[N:9]=[CH:8][N:7]=[C:6]2[O:15][C:16]1[CH:22]=[CH:21][C:19]([NH:20][C:27]([NH:39][CH2:36][C:37]#[CH:38])=[O:33])=[CH:18][CH:17]=1. The catalyst class is: 542. (5) Reactant: [Cl:1][C:2]1[CH:3]=[C:4]2[C:8](=[CH:9][C:10]=1[Cl:11])[NH:7][C:6]([C:12]1[CH:30]=[CH:29][C:15]([C:16]([NH:18][CH:19]3[CH2:24][C:23]([CH3:26])([CH3:25])[NH:22][C:21]([CH3:28])([CH3:27])[CH2:20]3)=[O:17])=[CH:14][C:13]=1[O:31]CC1C=CC=CC=1)=[CH:5]2.CCO.CC#N. Product: [Cl:1][C:2]1[CH:3]=[C:4]2[C:8](=[CH:9][C:10]=1[Cl:11])[NH:7][C:6]([C:12]1[CH:30]=[CH:29][C:15]([C:16]([NH:18][CH:19]3[CH2:20][C:21]([CH3:27])([CH3:28])[NH:22][C:23]([CH3:25])([CH3:26])[CH2:24]3)=[O:17])=[CH:14][C:13]=1[OH:31])=[CH:5]2. The catalyst class is: 33. (6) Reactant: N[C:2]1[CH:10]=[C:9]2[C:5]([CH2:6][N:7]([C:11]([O:13][CH2:14][C:15]3[CH:20]=[CH:19][CH:18]=[CH:17][CH:16]=3)=[O:12])[CH2:8]2)=[CH:4][C:3]=1[C:21]([O:23][CH3:24])=[O:22].N(OC(C)(C)C)=O.[I:32]I. Product: [I:32][C:2]1[CH:10]=[C:9]2[C:5]([CH2:6][N:7]([C:11]([O:13][CH2:14][C:15]3[CH:20]=[CH:19][CH:18]=[CH:17][CH:16]=3)=[O:12])[CH2:8]2)=[CH:4][C:3]=1[C:21]([O:23][CH3:24])=[O:22]. The catalyst class is: 22.